This data is from Reaction yield outcomes from USPTO patents with 853,638 reactions. The task is: Predict the reaction yield, written as a fraction of the theoretical maximum amount of product (1.0 means a 100% yield; for example, 0.34 means a 34% yield). (1) The reactants are Cl.[CH3:2][O:3][C:4](=[O:8])[C@H:5]([CH3:7])[NH2:6].C(=O)([O-])[O-].[K+].[K+].[CH2:15](Br)[C:16]1[CH:21]=[CH:20][CH:19]=[CH:18][CH:17]=1. The catalyst is CN(C=O)C. The product is [CH2:15]([NH:6][C@@H:5]([CH3:7])[C:4]([O:3][CH3:2])=[O:8])[C:16]1[CH:21]=[CH:20][CH:19]=[CH:18][CH:17]=1. The yield is 0.610. (2) The reactants are Cl[CH2:2][CH2:3][CH:4]1[CH2:9][CH2:8][N:7]([C:10]2[N:11]=[N:12][C:13]([CH3:16])=[CH:14][CH:15]=2)[CH2:6][CH2:5]1.[OH:17][C:18]1[CH:27]=[C:26]2[C:21]([C:22]([O:28][CH2:29][CH3:30])=[N:23][CH:24]=[N:25]2)=[CH:20][CH:19]=1.C(=O)([O-])[O-].[K+].[K+].[I-].[K+]. The catalyst is CN(C=O)C. The product is [CH3:16][C:13]1[N:12]=[N:11][C:10]([N:7]2[CH2:8][CH2:9][CH:4]([CH2:3][CH2:2][O:17][C:18]3[CH:27]=[C:26]4[C:21]([C:22]([O:28][CH2:29][CH3:30])=[N:23][CH:24]=[N:25]4)=[CH:20][CH:19]=3)[CH2:5][CH2:6]2)=[CH:15][CH:14]=1. The yield is 0.180.